Predict the reaction yield, written as a fraction of the theoretical maximum amount of product (1.0 means a 100% yield; for example, 0.34 means a 34% yield). From a dataset of Reaction yield outcomes from USPTO patents with 853,638 reactions. (1) The reactants are [NH2:1][C:2]1[CH:7]=[C:6]([Cl:8])[CH:5]=[CH:4][C:3]=1[S:9][CH2:10][C:11]1[CH:19]=[CH:18][C:14]([C:15]([O-:17])=[O:16])=[CH:13][CH:12]=1.[Cl:20][C:21]1[CH:26]=[CH:25][C:24]([S:27](Cl)(=[O:29])=[O:28])=[CH:23][C:22]=1[C:31]([F:34])([F:33])[F:32].N1C=CC=C[CH:36]=1. No catalyst specified. The product is [Cl:8][C:6]1[CH:5]=[CH:4][C:3]([S:9][CH2:10][C:11]2[CH:19]=[CH:18][C:14]([C:15]([O:17][CH3:36])=[O:16])=[CH:13][CH:12]=2)=[C:2]([NH:1][S:27]([C:24]2[CH:25]=[CH:26][C:21]([Cl:20])=[C:22]([C:31]([F:34])([F:33])[F:32])[CH:23]=2)(=[O:29])=[O:28])[CH:7]=1. The yield is 0.660. (2) The reactants are [CH2:1]([NH:3][C:4](=[O:24])[NH:5][C:6]1[N:11]=[CH:10][C:9](B(O)O)=[C:8]([C:15]2[S:16][CH:17]=[C:18]([C:20]([F:23])([F:22])[F:21])[N:19]=2)[CH:7]=1)[CH3:2].[CH2:25]([N:27]1[C:36]2[C:31](=[CH:32][CH:33]=[C:34](I)[CH:35]=2)[C:30](=[O:38])[C:29]([C:39]([O:41][CH2:42][CH3:43])=[O:40])=[CH:28]1)[CH3:26].C(=O)([O-])[O-].[K+].[K+].C(OCC)(=O)C. The catalyst is O1CCOCC1.O.Cl[Pd](Cl)([P](C1C=CC=CC=1)(C1C=CC=CC=1)C1C=CC=CC=1)[P](C1C=CC=CC=1)(C1C=CC=CC=1)C1C=CC=CC=1. The product is [CH2:25]([N:27]1[C:36]2[C:31](=[CH:32][CH:33]=[C:34]([C:9]3[CH:10]=[N:11][C:6]([NH:5][C:4]([NH:3][CH2:1][CH3:2])=[O:24])=[CH:7][C:8]=3[C:15]3[S:16][CH:17]=[C:18]([C:20]([F:23])([F:22])[F:21])[N:19]=3)[CH:35]=2)[C:30](=[O:38])[C:29]([C:39]([O:41][CH2:42][CH3:43])=[O:40])=[CH:28]1)[CH3:26]. The yield is 0.600. (3) The reactants are [NH2:1][CH:2]([CH3:24])[CH:3]([N:5]1[C:9]2=[N:10][C:11]([C:14]([O:16]CC)=[O:15])=[CH:12][CH:13]=[C:8]2[CH:7]=[C:6]1[C:19](OCC)=[O:20])[CH3:4].C(=O)([O-])[O-].[K+].[K+]. The catalyst is C(O)C. The product is [CH3:24][CH:2]1[CH:3]([CH3:4])[N:5]2[C:9]3[N:10]=[C:11]([C:14]([OH:16])=[O:15])[CH:12]=[CH:13][C:8]=3[CH:7]=[C:6]2[C:19](=[O:20])[NH:1]1. The yield is 0.540. (4) The reactants are [NH2:1][C:2]1[C:11]([O:12][C@@H:13](C2C=CC=CC=2)[CH2:14][N:15]2[CH:19]=[CH:18][N:17]=[CH:16]2)=[CH:10][CH:9]=[C:8]2[C:3]=1[CH2:4][CH2:5][CH2:6][C:7]2=[O:26].[C:27]1([C:37]([OH:39])=O)[C:36]2[C:31](=[CH:32][CH:33]=[CH:34][CH:35]=2)[CH:30]=[CH:29][N:28]=1.CN(C(ON1N=N[C:50]2[CH:51]=[CH:52][CH:53]=[N:54][C:49]1=2)=[N+](C)C)C.F[P-](F)(F)(F)(F)F.CCN(CC)CC. The catalyst is C(Cl)Cl. The product is [N:15]1([CH2:14][C@H:13]([C:52]2[CH:53]=[N:54][CH:49]=[CH:50][CH:51]=2)[O:12][C:11]2[CH:10]=[CH:9][C:8]3[C:7](=[O:26])[CH2:6][CH2:5][CH2:4][C:3]=3[C:2]=2[NH:1][C:37]([C:27]2[C:36]3[C:31](=[CH:32][CH:33]=[CH:34][CH:35]=3)[CH:30]=[CH:29][N:28]=2)=[O:39])[CH:19]=[CH:18][N:17]=[CH:16]1. The yield is 0.790.